Dataset: Peptide-MHC class II binding affinity with 134,281 pairs from IEDB. Task: Regression. Given a peptide amino acid sequence and an MHC pseudo amino acid sequence, predict their binding affinity value. This is MHC class II binding data. (1) The peptide sequence is DFNLLDQRIIW. The MHC is DRB1_0101 with pseudo-sequence DRB1_0101. The binding affinity (normalized) is 0.750. (2) The peptide sequence is AAAAAYETAFAAIVP. The MHC is HLA-DQA10101-DQB10501 with pseudo-sequence HLA-DQA10101-DQB10501. The binding affinity (normalized) is 0.435. (3) The binding affinity (normalized) is 0.155. The MHC is DRB1_1501 with pseudo-sequence DRB1_1501. The peptide sequence is EMGANFKADRVIDPR. (4) The peptide sequence is AAFHSRFVQALTTAA. The MHC is DRB1_0401 with pseudo-sequence DRB1_0401. The binding affinity (normalized) is 0.681.